From a dataset of Reaction yield outcomes from USPTO patents with 853,638 reactions. Predict the reaction yield, written as a fraction of the theoretical maximum amount of product (1.0 means a 100% yield; for example, 0.34 means a 34% yield). (1) The reactants are C(OP([CH2:9][C:10]#[N:11])(=O)OCC)C.C[Si]([N-][Si](C)(C)C)(C)C.[Li+].[O:22]1[C:27]2[CH:28]=[CH:29][C:30]([C:32]([C:34]3[CH:39]=[C:38]([O:40][CH3:41])[CH:37]=[C:36]([O:42][CH3:43])[CH:35]=3)=O)=[CH:31][C:26]=2[O:25][CH2:24][CH2:23]1. The catalyst is C1COCC1. The product is [O:22]1[C:27]2[CH:28]=[CH:29][C:30]([C:32]([C:34]3[CH:39]=[C:38]([O:40][CH3:41])[CH:37]=[C:36]([O:42][CH3:43])[CH:35]=3)=[CH:9][C:10]#[N:11])=[CH:31][C:26]=2[O:25][CH2:24][CH2:23]1. The yield is 0.880. (2) The reactants are [H-].[Na+].[OH:3][C@H:4]1[C@@H:8]([OH:9])[CH2:7][N:6]([C:10]([O:12][CH2:13][C:14]2[CH:19]=[CH:18][CH:17]=[CH:16][CH:15]=2)=[O:11])[CH2:5]1.[CH2:20](Br)[CH2:21][CH2:22][CH2:23][CH2:24][CH2:25][CH2:26][CH2:27][CH2:28][CH2:29][CH2:30][CH2:31][CH2:32][CH2:33][CH2:34][CH2:35][CH2:36][CH3:37].[I-].[Na+]. The catalyst is CN(C=O)C. The product is [CH2:20]([O:3][C@H:4]1[C@@H:8]([O:9][CH2:37][CH2:36][CH2:35][CH2:34][CH2:33][CH2:32][CH2:31][CH2:30][CH2:29][CH2:28][CH2:27][CH2:26][CH2:25][CH2:24][CH2:23][CH2:22][CH2:21][CH3:20])[CH2:7][N:6]([C:10]([O:12][CH2:13][C:14]2[CH:19]=[CH:18][CH:17]=[CH:16][CH:15]=2)=[O:11])[CH2:5]1)[CH2:21][CH2:22][CH2:23][CH2:24][CH2:25][CH2:26][CH2:27][CH2:28][CH2:29][CH2:30][CH2:31][CH2:32][CH2:33][CH2:34][CH2:35][CH2:36][CH3:37]. The yield is 0.410. (3) The reactants are [C:1]1([C:6]2[NH:7][C:8]3[C:13]([CH:14]=2)=[CH:12][CH:11]=[CH:10][CH:9]=3)[CH2:5][CH2:4][CH2:3][CH:2]=1.[C:15](/[CH:17]=[CH:18]\[C:19]([O:21][CH2:22][CH3:23])=[O:20])#[N:16]. The catalyst is CCOCC. The product is [C:15]([CH:17]1[CH:18]([C:19]([O:21][CH2:22][CH3:23])=[O:20])[C:14]2[C:13]3[C:8](=[CH:9][CH:10]=[CH:11][CH:12]=3)[NH:7][C:6]=2[C:1]2[CH2:5][CH2:4][CH2:3][C:2]1=2)#[N:16]. The yield is 0.0820. (4) The reactants are [C:1]([NH:9][C:10]1[CH:30]=[CH:29][N:13]([C@@H:14]2[O:28][C@H:18]([CH2:19][O:20][Si:21]([C:24]([CH3:27])([CH3:26])[CH3:25])([CH3:23])[CH3:22])[C@@H:16]([OH:17])[CH2:15]2)[C:12](=[O:31])[N:11]=1)(=[O:8])[C:2]1[CH:7]=[CH:6][CH:5]=[CH:4][CH:3]=1.[CH3:32][S:33]([CH3:35])=O.C(OC(=O)C)(=O)C.C([O-])(O)=O.[Na+]. The catalyst is CCOC(C)=O.C(O)(=O)C. The product is [C:1]([NH:9][C:10]1[CH:30]=[CH:29][N:13]([C@@H:14]2[O:28][C@H:18]([CH2:19][O:20][Si:21]([C:24]([CH3:25])([CH3:26])[CH3:27])([CH3:23])[CH3:22])[C@@H:16]([O:17][CH2:32][S:33][CH3:35])[CH2:15]2)[C:12](=[O:31])[N:11]=1)(=[O:8])[C:2]1[CH:3]=[CH:4][CH:5]=[CH:6][CH:7]=1. The yield is 0.730. (5) The reactants are [C:1]([C:3]1[CH:4]=[C:5]2[C:9](=[CH:10][CH:11]=1)[NH:8][C:7]([Si](CC)(CC)CC)=[C:6]2[CH2:19][CH2:20][NH:21][C:22]([C:24]1[CH:28]=[C:27]([CH2:29][C:30]2[CH:35]=[C:34]([F:36])[CH:33]=[CH:32][C:31]=2[F:37])[O:26][N:25]=1)=[O:23])#[N:2]. The catalyst is FC(F)(F)C(O)=O. The product is [C:1]([C:3]1[CH:4]=[C:5]2[C:9](=[CH:10][CH:11]=1)[NH:8][CH:7]=[C:6]2[CH2:19][CH2:20][NH:21][C:22]([C:24]1[CH:28]=[C:27]([CH2:29][C:30]2[CH:35]=[C:34]([F:36])[CH:33]=[CH:32][C:31]=2[F:37])[O:26][N:25]=1)=[O:23])#[N:2]. The yield is 0.470. (6) The reactants are Cl[S:2]([C:5]1[CH:14]=[CH:13][C:12]2[NH:11][C:10](=[O:15])[C:9]3[NH:16][CH:17]=[C:18]([C:19]([OH:21])=[O:20])[C:8]=3[C:7]=2[CH:6]=1)(=[O:4])=[O:3].[CH2:22]([NH:29][CH3:30])[C:23]1[CH:28]=[CH:27][CH:26]=[CH:25][CH:24]=1. No catalyst specified. The product is [CH2:22]([N:29]([CH3:30])[S:2]([C:5]1[CH:14]=[CH:13][C:12]2[NH:11][C:10](=[O:15])[C:9]3[NH:16][CH:17]=[CH:18][C:8]=3[C:7]=2[CH:6]=1)(=[O:3])=[O:4])[C:23]1[CH:28]=[CH:27][CH:26]=[CH:25][CH:24]=1.[CH2:18]([C:19]([O-:21])=[O:20])[CH3:17]. The yield is 0.170. (7) The reactants are [C:1]1([CH:7]([CH3:10])C=O)[CH:6]=[CH:5][CH:4]=[CH:3][CH:2]=1.Cl.N[OH:13].[N:14]1[CH:19]=CC=CC=1. The catalyst is CCO. The product is [C:1]1([CH2:7][CH2:10][CH:19]=[N:14][OH:13])[CH:2]=[CH:3][CH:4]=[CH:5][CH:6]=1. The yield is 0.240. (8) The reactants are [CH3:1][O:2][C:3](=[O:11])[C:4]1[CH:9]=[CH:8][C:7]([OH:10])=[CH:6][CH:5]=1.[CH2:12](Br)[CH:13]=[CH2:14]. No catalyst specified. The product is [CH3:1][O:2][C:3](=[O:11])[C:4]1[CH:9]=[CH:8][C:7]([O:10][CH2:14][CH:13]=[CH2:12])=[CH:6][CH:5]=1. The yield is 0.910. (9) The reactants are [CH:1]([C:4]1[N:9]=[C:8]([C:10]2[CH:19]=[C:18]([O:20][CH:21]3[CH2:38][CH:37]4[CH:23]([C:24](=[O:44])[N:25]([CH3:43])[CH2:26][CH2:27][CH2:28][CH2:29][CH:30]=[CH:31][CH:32]5[C:34]([C:40](O)=[O:41])([NH:35][C:36]4=[O:39])[CH2:33]5)[CH2:22]3)[C:17]3[C:12](=[C:13]([CH3:47])[C:14]([O:45][CH3:46])=[CH:15][CH:16]=3)[N:11]=2)[CH:7]=[CH:6][CH:5]=1)([CH3:3])[CH3:2].C(Cl)CCl.[CH:52]1([S:55]([NH2:58])(=[O:57])=[O:56])[CH2:54][CH2:53]1.C1CCN2C(=NCCC2)CC1. The catalyst is CN(C1C=CN=CC=1)C.CN(C=O)C.C(O)(=O)C. The product is [CH:1]([C:4]1[N:9]=[C:8]([C:10]2[CH:19]=[C:18]([O:20][CH:21]3[CH2:38][CH:37]4[CH:23]([C:24](=[O:44])[N:25]([CH3:43])[CH2:26][CH2:27][CH2:28][CH2:29][CH:30]=[CH:31][CH:32]5[C:34]([C:40]([NH:58][S:55]([CH:52]6[CH2:54][CH2:53]6)(=[O:57])=[O:56])=[O:41])([NH:35][C:36]4=[O:39])[CH2:33]5)[CH2:22]3)[C:17]3[C:12](=[C:13]([CH3:47])[C:14]([O:45][CH3:46])=[CH:15][CH:16]=3)[N:11]=2)[CH:7]=[CH:6][CH:5]=1)([CH3:2])[CH3:3]. The yield is 0.390.